Dataset: Peptide-MHC class I binding affinity with 185,985 pairs from IEDB/IMGT. Task: Regression. Given a peptide amino acid sequence and an MHC pseudo amino acid sequence, predict their binding affinity value. This is MHC class I binding data. (1) The peptide sequence is DWMERIEDF. The MHC is HLA-A68:02 with pseudo-sequence HLA-A68:02. The binding affinity (normalized) is 0.0847. (2) The peptide sequence is QPHQLWTTL. The MHC is HLA-B07:02 with pseudo-sequence HLA-B07:02. The binding affinity (normalized) is 0.886. (3) The peptide sequence is MLRKKQITV. The MHC is HLA-B58:01 with pseudo-sequence HLA-B58:01. The binding affinity (normalized) is 0.0847.